This data is from Reaction yield outcomes from USPTO patents with 853,638 reactions. The task is: Predict the reaction yield, written as a fraction of the theoretical maximum amount of product (1.0 means a 100% yield; for example, 0.34 means a 34% yield). (1) The reactants are [Cl-].[Ca+2].[Cl-].[BH4-].[Na+].C[O:7][C:8]([C:10]1[CH:15]=[CH:14][C:13]([C:16]([O:18][CH3:19])=[O:17])=[C:12]([Cl:20])[N:11]=1)=O. The catalyst is C(O)C.C1COCC1. The yield is 0.690. The product is [CH3:19][O:18][C:16](=[O:17])[C:13]1[CH:14]=[CH:15][C:10]([CH2:8][OH:7])=[N:11][C:12]=1[Cl:20]. (2) The reactants are [CH3:1][N:2]1[CH2:7][CH2:6][N:5]([C:8]2[C:13]([CH2:14][CH:15]3[CH2:19][CH2:18][NH:17][C:16]3=[O:20])=[CH:12][CH:11]=[CH:10][N:9]=2)[CH2:4][CH2:3]1.Br[C:22]1[CH:27]=[CH:26][C:25]([C:28]([F:31])([F:30])[F:29])=[CH:24][CH:23]=1.CC1(C)C2C=CC=C(P(C3C=CC=CC=3)C3C=CC=CC=3)C=2OC2C1=CC=CC=2P(C1C=CC=CC=1)C1C=CC=CC=1.C(=O)([O-])[O-].[Cs+].[Cs+]. The catalyst is O1CCOCC1.C1C=CC(/C=C/C(/C=C/C2C=CC=CC=2)=O)=CC=1.C1C=CC(/C=C/C(/C=C/C2C=CC=CC=2)=O)=CC=1.C1C=CC(/C=C/C(/C=C/C2C=CC=CC=2)=O)=CC=1.[Pd].[Pd].O. The product is [CH3:1][N:2]1[CH2:3][CH2:4][N:5]([C:8]2[C:13]([CH2:14][CH:15]3[CH2:19][CH2:18][N:17]([C:22]4[CH:27]=[CH:26][C:25]([C:28]([F:31])([F:30])[F:29])=[CH:24][CH:23]=4)[C:16]3=[O:20])=[CH:12][CH:11]=[CH:10][N:9]=2)[CH2:6][CH2:7]1. The yield is 0.540. (3) The reactants are [CH2:1]([O:8][C:9]([NH:11][CH:12]([C:18]([O:20][CH2:21][CH3:22])=[O:19])[C:13]([O:15][CH2:16][CH3:17])=[O:14])=[O:10])[C:2]1[CH:7]=[CH:6][CH:5]=[CH:4][CH:3]=1.C(=O)([O-])[O-].[K+].[K+].Br[CH2:30][C:31]([O:33][C:34]([CH3:37])([CH3:36])[CH3:35])=[O:32].Cl. The catalyst is CN(C=O)C.[I-].[K+]. The product is [CH2:1]([O:8][C:9]([NH:11][C:12]([CH2:30][C:31]([O:33][C:34]([CH3:37])([CH3:36])[CH3:35])=[O:32])([C:13]([O:15][CH2:16][CH3:17])=[O:14])[C:18]([O:20][CH2:21][CH3:22])=[O:19])=[O:10])[C:2]1[CH:3]=[CH:4][CH:5]=[CH:6][CH:7]=1. The yield is 0.990.